From a dataset of Catalyst prediction with 721,799 reactions and 888 catalyst types from USPTO. Predict which catalyst facilitates the given reaction. (1) Reactant: [OH-].[Na+].[Cl:3][C:4]1[CH:5]=[C:6]([C:12]2[CH:16]=[CH:15][N:14]([CH2:17][C@@H:18]([NH:20][C:21]([C:23]3[N:24]=[C:25]([CH3:28])[NH:26][CH:27]=3)=[O:22])[CH3:19])[N:13]=2)[CH:7]=[CH:8][C:9]=1[C:10]#[N:11].Br[CH:30]([CH3:33])[C:31]#[N:32]. Product: [Cl:3][C:4]1[CH:5]=[C:6]([C:12]2[CH:16]=[CH:15][N:14]([CH2:17][C@@H:18]([NH:20][C:21]([C:23]3[N:24]=[C:25]([CH3:28])[N:26]([CH:30]([C:31]#[N:32])[CH3:33])[CH:27]=3)=[O:22])[CH3:19])[N:13]=2)[CH:7]=[CH:8][C:9]=1[C:10]#[N:11]. The catalyst class is: 3. (2) Reactant: [CH2:1]([O:8][C:9]([N:11]1[CH2:16][CH2:15][N:14]([C:17]([C:19]([CH3:55])([CH3:54])[C:20]([NH:22][CH2:23][CH2:24][O:25][C:26]2[CH:31]=[CH:30][C:29]([CH2:32][C:33]3[C:34]([O:41][C@@H]4O[C@H](CO)[C@@H](O)[C@H](O)[C@H]4O)=[N:35][NH:36][C:37]=3[CH:38]([CH3:40])[CH3:39])=[C:28]([CH3:53])[CH:27]=2)=[O:21])=[O:18])[CH2:13][CH2:12]1)=[O:10])[C:2]1[CH:7]=[CH:6][CH:5]=[CH:4][CH:3]=1.O.C1(C)C=CC(S(O)(=O)=O)=CC=1.C(=O)([O-])O.[Na+]. Product: [CH2:1]([O:8][C:9]([N:11]1[CH2:12][CH2:13][N:14]([C:17]([C:19]([CH3:55])([CH3:54])[C:20]([NH:22][CH2:23][CH2:24][O:25][C:26]2[CH:31]=[CH:30][C:29]([CH2:32][C:33]3[C:34](=[O:41])[NH:35][NH:36][C:37]=3[CH:38]([CH3:39])[CH3:40])=[C:28]([CH3:53])[CH:27]=2)=[O:21])=[O:18])[CH2:15][CH2:16]1)=[O:10])[C:2]1[CH:7]=[CH:6][CH:5]=[CH:4][CH:3]=1. The catalyst class is: 41.